This data is from Reaction yield outcomes from USPTO patents with 853,638 reactions. The task is: Predict the reaction yield, written as a fraction of the theoretical maximum amount of product (1.0 means a 100% yield; for example, 0.34 means a 34% yield). (1) The reactants are N.F[C:3](F)(F)[C:4]([NH:6][CH2:7][CH2:8][CH2:9][N:10](C)[CH2:11][CH2:12][CH2:13][NH:14][C:15]1[N:16]=[N+:17]([O-:27])[C:18]2[CH:25]=[C:24]([CH3:26])[CH:23]=[CH:22][C:19]=2[N+:20]=1[O-:21])=[O:5].N1([C:36]([C:38]2[C:51]3[C:42](=[N:43][C:44]4[C:49]([N:50]=3)=C(C)[CH:47]=[CH:46][CH:45]=4)[CH:41]=[CH:40][CH:39]=2)=O)C=CN=C1. The catalyst is CO. The product is [CH3:36][C:38]1[CH:39]=[CH:40][CH:41]=[C:42]2[C:51]=1[N:50]=[C:49]1[C:44]([CH:45]=[CH:46][CH:47]=[C:3]1[C:4]([NH:6][CH2:7][CH2:8][CH2:9][NH:10][CH2:11][CH2:12][CH2:13][NH:14][C:15]1[N:16]=[N+:17]([O-:27])[C:18]3[CH:25]=[C:24]([CH3:26])[CH:23]=[CH:22][C:19]=3[N+:20]=1[O-:21])=[O:5])=[N:43]2. The yield is 0.910. (2) The reactants are COC(C1C=CC(COC2C=CC=C3C=2C=C(S(O)(=O)=O)C=C3)=CC=1)=O.[O-:27][C:28]1[CH:37]=[C:36]2[C:31]([CH:32]=[CH:33][C:34]([S:38]([O-:41])(=[O:40])=[O:39])=[CH:35]2)=[CH:30][CH:29]=1.[Na+].[Na+].Cl[CH2:45][CH2:46][CH2:47][C:48]1[CH:53]=[CH:52][N:51]=[CH:50][CH:49]=1. No catalyst specified. The product is [N:51]1[CH:52]=[CH:53][C:48]([CH2:47][CH2:46][CH2:45][O:27][C:28]2[CH:37]=[C:36]3[C:31]([CH:32]=[CH:33][C:34]([S:38]([OH:41])(=[O:39])=[O:40])=[CH:35]3)=[CH:30][CH:29]=2)=[CH:49][CH:50]=1. The yield is 0.430.